This data is from Retrosynthesis with 50K atom-mapped reactions and 10 reaction types from USPTO. The task is: Predict the reactants needed to synthesize the given product. (1) Given the product CCOC(=O)c1ccc2c(c1)nc(-c1ccc(Oc3cccc(O)c3)cc1)n2C1CCCCC1, predict the reactants needed to synthesize it. The reactants are: CCOC(=O)c1ccc2c(c1)nc(-c1ccc(Oc3cccc(OC(C)=O)c3)cc1)n2C1CCCCC1. (2) Given the product COC(=O)[C@H](C(C)C)N1Cc2ccc(-c3ccc(NS(=O)(=O)c4cccc(Cl)c4)cc3)cc2C1=O, predict the reactants needed to synthesize it. The reactants are: COC(=O)[C@H](C(C)C)N1Cc2ccc(-c3ccc(N)cc3)cc2C1=O.O=S(=O)(Cl)c1cccc(Cl)c1. (3) Given the product CCOC(=O)CCCNCc1ccc(OC)cc1OC, predict the reactants needed to synthesize it. The reactants are: CCOC(=O)CCCN.COc1ccc(C=O)c(OC)c1. (4) Given the product CCOP(=O)(CNCc1ccc(C(=O)Nc2cc(-c3cccs3)ccc2NC(=O)OC(C)(C)C)cc1)OCC, predict the reactants needed to synthesize it. The reactants are: CC(C)(C)OC(=O)Nc1ccc(-c2cccs2)cc1NC(=O)c1ccc(CBr)cc1.CCOP(=O)(CN)OCC. (5) Given the product CC(C)(C)NS(=O)(=O)c1ccccc1CCOS(C)(=O)=O, predict the reactants needed to synthesize it. The reactants are: CC(C)(C)NS(=O)(=O)c1ccccc1CCO.CS(=O)(=O)Cl. (6) Given the product C=CCNCC(C)CC=C, predict the reactants needed to synthesize it. The reactants are: C=CCN=CC(C)CC=C.